Predict the product of the given reaction. From a dataset of Forward reaction prediction with 1.9M reactions from USPTO patents (1976-2016). (1) Given the reactants [C:1]([O:5][C:6]([N:8]1[CH2:11][C:10]([O:13][C:14]2[CH:15]=[C:16]3[C:25](=[CH:26][C:27]=2Br)[O:24][CH2:23][C:22]2[N:17]3[CH:18]([CH3:30])[C:19](=[O:29])[NH:20][N:21]=2)([CH3:12])[CH2:9]1)=[O:7])([CH3:4])([CH3:3])[CH3:2].[CH3:31]B1OB(C)OB(C)O1.C([O-])([O-])=O.[K+].[K+].C(Cl)Cl, predict the reaction product. The product is: [C:1]([O:5][C:6]([N:8]1[CH2:11][C:10]([O:13][C:14]2[CH:15]=[C:16]3[C:25](=[CH:26][C:27]=2[CH3:31])[O:24][CH2:23][C:22]2[N:17]3[CH:18]([CH3:30])[C:19](=[O:29])[NH:20][N:21]=2)([CH3:12])[CH2:9]1)=[O:7])([CH3:4])([CH3:3])[CH3:2]. (2) Given the reactants [CH2:1]([O:3][C:4]([C@@H:6]1[C@H:10]([CH2:11][CH2:12][CH:13]=C)[CH2:9][CH2:8][N:7]1[C@H:15]([C:17]1[CH:22]=[CH:21][CH:20]=[CH:19][CH:18]=1)[CH3:16])=[O:5])[CH3:2].CC[OH:25], predict the reaction product. The product is: [CH2:1]([O:3][C:4]([C@@H:6]1[C@H:10]([CH2:11][CH2:12][CH:13]=[O:25])[CH2:9][CH2:8][N:7]1[C@@H:15]([CH3:16])/[C:17](/[CH3:22])=[CH:18]/[CH:19]=[CH:20]\[CH3:21])=[O:5])[CH3:2]. (3) Given the reactants [CH3:1][C:2]1[C:3]([O:14][CH:15]2[CH:20]3[CH2:21][CH2:22][N:17]([CH2:18][CH2:19]3)[CH2:16]2)=[N:4][N:5]([C:8]2[CH:13]=[CH:12][CH:11]=[CH:10][CH:9]=2)[C:6]=1[NH2:7].C1(C2C=CC([CH2:32][O:33]C)=CC=2CN)CC1.[CH3:37][O:38][CH2:39][C:40]1[CH:41]=[CH:42][C:43]([O:48][C:49]([F:52])([F:51])[F:50])=[C:44]([CH2:46][NH2:47])[CH:45]=1, predict the reaction product. The product is: [CH3:37][O:38][CH2:39][C:40]1[CH:41]=[CH:42][C:43]([O:48][C:49]([F:50])([F:51])[F:52])=[C:44]([CH:45]=1)[CH2:46][NH:47][C:32]([NH:7][C:6]1[N:5]([C:8]2[CH:9]=[CH:10][CH:11]=[CH:12][CH:13]=2)[N:4]=[C:3]([O:14][CH:15]2[CH:20]3[CH2:19][CH2:18][N:17]([CH2:22][CH2:21]3)[CH2:16]2)[C:2]=1[CH3:1])=[O:33]. (4) Given the reactants [O:1]=[C:2]1[CH2:10][CH2:9][CH2:8][C:7]2[NH:6][C:5]([C:11]([O:13][CH3:14])=[O:12])=[CH:4][C:3]1=2.[H-].[Na+].[CH3:17][Si:18]([CH3:25])([CH3:24])[CH2:19][CH2:20][O:21][CH2:22]Cl, predict the reaction product. The product is: [O:1]=[C:2]1[CH2:10][CH2:9][CH2:8][C:7]2[N:6]([CH2:22][O:21][CH2:20][CH2:19][Si:18]([CH3:25])([CH3:24])[CH3:17])[C:5]([C:11]([O:13][CH3:14])=[O:12])=[CH:4][C:3]1=2. (5) Given the reactants Br[C:2]1[CH:7]=[CH:6][CH:5]=[C:4]([N+:8]([O-:10])=[O:9])[C:3]=1[CH3:11].[F:12][C:13]1[CH:14]=[CH:15][C:16](B2OC(C)(C)C(C)(C)O2)=[C:17]([CH:20]=1)[C:18]#[N:19], predict the reaction product. The product is: [F:12][C:13]1[CH:20]=[C:17]([C:18]#[N:19])[C:16]([C:2]2[CH:7]=[CH:6][CH:5]=[C:4]([N+:8]([O-:10])=[O:9])[C:3]=2[CH3:11])=[CH:15][CH:14]=1. (6) Given the reactants [C:1]([O:5][C:6]([NH:8][CH2:9][C:10]1[CH:11]=[C:12]([CH:16]=[C:17]([Cl:20])[C:18]=1[F:19])[C:13](O)=[O:14])=[O:7])([CH3:4])([CH3:3])[CH3:2].[CH3:21][N:22](C(ON1N=NC2C=CC=NC1=2)=[N+](C)C)C.F[P-](F)(F)(F)(F)F.CN.CCN(C(C)C)C(C)C, predict the reaction product. The product is: [C:1]([O:5][C:6](=[O:7])[NH:8][CH2:9][C:10]1[CH:11]=[C:12]([C:13](=[O:14])[NH:22][CH3:21])[CH:16]=[C:17]([Cl:20])[C:18]=1[F:19])([CH3:4])([CH3:3])[CH3:2]. (7) The product is: [Br:1][C:2]1[CH:3]=[CH:4][C:5]([S:8][C:9]2[N:13]([CH2:21][O:20][CH2:19][CH2:18][Si:17]([CH3:24])([CH3:23])[CH3:16])[N:12]=[N:11][CH:10]=2)=[CH:6][CH:7]=1. Given the reactants [Br:1][C:2]1[CH:7]=[CH:6][C:5]([S:8][C:9]2[NH:13][N:12]=[N:11][CH:10]=2)=[CH:4][CH:3]=1.[H-].[Na+].[CH3:16][Si:17]([CH3:24])([CH3:23])[CH2:18][CH2:19][O:20][CH2:21]Cl, predict the reaction product. (8) Given the reactants [Cl:1][C:2]1[CH:23]=[C:22]([Cl:24])[CH:21]=[CH:20][C:3]=1[CH:4]([O:12][CH:13]1[CH2:16][N:15]([C:17](Cl)=[O:18])[CH2:14]1)[C:5]1[CH:10]=[CH:9][C:8]([Cl:11])=[CH:7][CH:6]=1.[CH3:25][NH:26][CH2:27][C:28]1[CH:33]=[CH:32][CH:31]=[CH:30][CH:29]=1, predict the reaction product. The product is: [Cl:1][C:2]1[CH:23]=[C:22]([Cl:24])[CH:21]=[CH:20][C:3]=1[CH:4]([O:12][CH:13]1[CH2:16][N:15]([C:17]([N:26]([CH3:25])[CH2:27][C:28]2[CH:33]=[CH:32][CH:31]=[CH:30][CH:29]=2)=[O:18])[CH2:14]1)[C:5]1[CH:10]=[CH:9][C:8]([Cl:11])=[CH:7][CH:6]=1. (9) The product is: [Cl:12][C:13]1[C:21]([C:22]([F:25])([F:24])[F:23])=[N:20][CH:19]=[CH:18][C:14]=1[C:15]([N:20]1[C@@H:21]([CH3:22])[CH2:13][C:14]2[N:1]([C:4]3[CH:8]=[CH:7][N:6]([CH:9]([CH3:11])[CH3:10])[N:5]=3)[N:2]=[N:3][C:18]=2[CH2:19]1)=[O:17]. Given the reactants [N:1]([C:4]1[CH:8]=[CH:7][N:6]([CH:9]([CH3:11])[CH3:10])[N:5]=1)=[N+:2]=[N-:3].[Cl:12][C:13]1[C:21]([C:22]([F:25])([F:24])[F:23])=[N:20][CH:19]=[CH:18][C:14]=1[C:15]([OH:17])=O, predict the reaction product.